This data is from Reaction yield outcomes from USPTO patents with 853,638 reactions. The task is: Predict the reaction yield, written as a fraction of the theoretical maximum amount of product (1.0 means a 100% yield; for example, 0.34 means a 34% yield). (1) The product is [Cl:13][C:14]1[CH:15]=[C:16]([CH:21]=[C:22]([Cl:24])[CH:23]=1)[C:17]([NH:19][N:20]=[C:5]1[C:4]2[C:8](=[CH:9][CH:10]=[C:2]([I:1])[CH:3]=2)[NH:7][C:6]1=[O:11])=[O:18]. The catalyst is C(O)(=O)C. The yield is 0.690. The reactants are [I:1][C:2]1[CH:3]=[C:4]2[C:8](=[CH:9][CH:10]=1)[NH:7][C:6](=[O:11])[C:5]2=O.[Cl:13][C:14]1[CH:15]=[C:16]([CH:21]=[C:22]([Cl:24])[CH:23]=1)[C:17]([NH:19][NH2:20])=[O:18]. (2) The reactants are [CH2:1]([N:8]1[CH2:13][CH2:12][NH:11][CH:10]([CH3:14])[CH2:9]1)[C:2]1[CH:7]=[CH:6][CH:5]=[CH:4][CH:3]=1.Cl[C:16]1[CH:17]=[CH:18][C:19]2[N:20]([C:22]([C:25]([Cl:28])([F:27])[F:26])=[N:23][N:24]=2)[N:21]=1. No catalyst specified. The product is [CH2:1]([N:8]1[CH2:13][CH2:12][N:11]([C:16]2[CH:17]=[CH:18][C:19]3[N:20]([C:22]([C:25]([Cl:28])([F:27])[F:26])=[N:23][N:24]=3)[N:21]=2)[CH:10]([CH3:14])[CH2:9]1)[C:2]1[CH:3]=[CH:4][CH:5]=[CH:6][CH:7]=1. The yield is 0.410. (3) The reactants are [CH2:1]([N:3]1[C:11]2[N:10]=[C:9]([Cl:12])[N:8](CC=C)[C:7]=2[C:6](=[O:16])[NH:5][C:4]1=[O:17])[CH3:2].C(=O)([O-])[O-].[K+].[K+].Cl[CH2:25][CH2:26][CH2:27][CH2:28][CH2:29][C:30]1[O:31][C:32]2[CH:38]=[CH:37][CH:36]=[CH:35][C:33]=2[N:34]=1.N1CCOCC1. The catalyst is CN(C=O)C.C1C=CC([P]([Pd]([P](C2C=CC=CC=2)(C2C=CC=CC=2)C2C=CC=CC=2)([P](C2C=CC=CC=2)(C2C=CC=CC=2)C2C=CC=CC=2)[P](C2C=CC=CC=2)(C2C=CC=CC=2)C2C=CC=CC=2)(C2C=CC=CC=2)C2C=CC=CC=2)=CC=1. The yield is 0.360. The product is [O:31]1[C:32]2[CH:38]=[CH:37][CH:36]=[CH:35][C:33]=2[N:34]=[C:30]1[CH2:29][CH2:28][CH2:27][CH2:26][CH2:25][N:5]1[C:6](=[O:16])[C:7]2[NH:8][C:9]([Cl:12])=[N:10][C:11]=2[N:3]([CH2:1][CH3:2])[C:4]1=[O:17]. (4) The reactants are [OH:1][C:2]1[CH:3]=[C:4]([C:12]([O:14]C)=O)[CH:5]=[C:6]([CH:11]=1)[C:7]([O:9]C)=O.[H-].[Na+].Cl[C:19]1[C:24]([Cl:25])=[CH:23][C:22]([C:26]([F:29])([F:28])[F:27])=[CH:21][N:20]=1.[H-].[Al+3].[Li+].[H-].[H-].[H-].O.O.O.O.O.O.O.O.O.O.S([O-])([O-])(=O)=O.[Na+].[Na+]. The catalyst is CN(C)C=O.O1CCCC1.O. The product is [Cl:25][C:24]1[C:19]([O:1][C:2]2[CH:11]=[C:6]([CH2:7][OH:9])[CH:5]=[C:4]([CH2:12][OH:14])[CH:3]=2)=[N:20][CH:21]=[C:22]([C:26]([F:28])([F:27])[F:29])[CH:23]=1. The yield is 0.400. (5) The product is [ClH:31].[ClH:35].[NH2:1][C:2]1[N:7]=[CH:6][N:5]=[C:4]2[N:8]([CH2:16][C:17]([N:19]3[CH2:20][CH2:21][N:22]([C:25]4[CH:30]=[CH:29][C:28]([Cl:31])=[C:27]([O:32][CH3:33])[CH:26]=4)[CH2:23][CH2:24]3)=[O:18])[N:9]=[C:10]([C:11]3[NH:15][CH:14]=[CH:13][N:12]=3)[C:3]=12. The yield is 0.800. The reactants are [NH2:1][C:2]1[N:7]=[CH:6][N:5]=[C:4]2[N:8]([CH2:16][C:17]([N:19]3[CH2:24][CH2:23][N:22]([C:25]4[CH:30]=[CH:29][C:28]([Cl:31])=[C:27]([O:32][CH3:33])[CH:26]=4)[CH2:21][CH2:20]3)=[O:18])[N:9]=[C:10]([C:11]3[NH:12][CH:13]=[CH:14][N:15]=3)[C:3]=12.O.[ClH:35]. The catalyst is CC(C)=O. (6) The reactants are FC1C=CC(COCC(Cl)=O)=CC=1.Cl.C(N)CC=C.C(N(CC)CC)C.[F:27][C:28]1[CH:54]=[CH:53][C:31]([CH2:32][O:33][CH2:34][C:35]([NH:37][CH2:38][CH2:39][CH:40]2CCN(CC3C=CC=CC=3)C[CH2:41]2)=[O:36])=[CH:30][CH:29]=1. The catalyst is C1COCC1. The product is [F:27][C:28]1[CH:29]=[CH:30][C:31]([CH2:32][O:33][CH2:34][C:35]([NH:37][CH2:38][CH2:39][CH:40]=[CH2:41])=[O:36])=[CH:53][CH:54]=1. The yield is 0.450.